Task: Predict the reactants needed to synthesize the given product.. Dataset: Full USPTO retrosynthesis dataset with 1.9M reactions from patents (1976-2016) (1) Given the product [OH:18][N:17]=[C:12]([C:11]1[CH:10]=[CH:9][C:8]([C:2]2([OH:1])[CH2:7][CH2:6][O:5][CH2:4][CH2:3]2)=[CH:15][CH:14]=1)[NH2:13], predict the reactants needed to synthesize it. The reactants are: [OH:1][C:2]1([C:8]2[CH:15]=[CH:14][C:11]([C:12]#[N:13])=[CH:10][CH:9]=2)[CH2:7][CH2:6][O:5][CH2:4][CH2:3]1.Cl.[NH2:17][OH:18].C(N(CC)CC)C. (2) Given the product [F:18][C:17]([F:19])([C:2]1[C:3]2[C:8]([C:9]([C:17]([F:19])([F:18])[C:20]([F:21])([F:22])[C:23]([F:24])([F:25])[C:26]([F:27])([F:28])[C:29]([F:31])([F:30])[C:32]([F:35])([F:34])[F:33])=[C:10]3[C:15]=1[CH:14]=[CH:13][CH:12]=[CH:11]3)=[CH:7][CH:6]=[CH:5][CH:4]=2)[C:20]([F:22])([F:21])[C:23]([F:25])([F:24])[C:26]([F:28])([F:27])[C:29]([F:31])([F:30])[C:32]([F:35])([F:34])[F:33], predict the reactants needed to synthesize it. The reactants are: Br[C:2]1[C:3]2[C:8]([C:9](Br)=[C:10]3[C:15]=1[CH:14]=[CH:13][CH:12]=[CH:11]3)=[CH:7][CH:6]=[CH:5][CH:4]=2.[C:17](I)([C:20]([C:23]([C:26]([C:29]([C:32]([F:35])([F:34])[F:33])([F:31])[F:30])([F:28])[F:27])([F:25])[F:24])([F:22])[F:21])([F:19])[F:18]. (3) The reactants are: [CH3:1][O:2][C:3](=[O:28])[CH2:4][C:5]1[CH:14]=[C:13]([C:15](=[O:26])[C:16]2[CH:21]=[CH:20][C:19]([S:22]([CH3:25])(=[O:24])=[O:23])=[CH:18][CH:17]=2)[C:12]2[C:7](=[CH:8][CH:9]=[C:10]([F:27])[CH:11]=2)[CH:6]=1.[BH4-].[Na+]. Given the product [CH3:1][O:2][C:3](=[O:28])[CH2:4][C:5]1[CH:14]=[C:13]([CH:15]([OH:26])[C:16]2[CH:17]=[CH:18][C:19]([S:22]([CH3:25])(=[O:24])=[O:23])=[CH:20][CH:21]=2)[C:12]2[C:7](=[CH:8][CH:9]=[C:10]([F:27])[CH:11]=2)[CH:6]=1, predict the reactants needed to synthesize it. (4) Given the product [O:11]=[C:12]1[N:18]([CH:19]2[CH2:24][CH2:23][N:22]([C:25]([O:27][C@H:28]([CH2:43][C:44]3[CH:49]=[C:48]([CH3:50])[C:47]([O:51][CH:1]=[O:3])=[C:46]([CH3:52])[CH:45]=3)[C:29]([N:31]3[CH2:32][CH2:33][CH:34]([N:37]4[CH2:38][CH2:39][O:40][CH2:41][CH2:42]4)[CH2:35][CH2:36]3)=[O:30])=[O:26])[CH2:21][CH2:20]2)[CH2:17][CH2:16][C:15]2[CH:53]=[CH:54][CH:55]=[CH:56][C:14]=2[NH:13]1, predict the reactants needed to synthesize it. The reactants are: [C:1](OC(=O)C)(=[O:3])C.C(O)=O.[O:11]=[C:12]1[N:18]([CH:19]2[CH2:24][CH2:23][N:22]([C:25]([O:27][C@H:28]([CH2:43][C:44]3[CH:49]=[C:48]([CH3:50])[C:47]([OH:51])=[C:46]([CH3:52])[CH:45]=3)[C:29]([N:31]3[CH2:36][CH2:35][CH:34]([N:37]4[CH2:42][CH2:41][O:40][CH2:39][CH2:38]4)[CH2:33][CH2:32]3)=[O:30])=[O:26])[CH2:21][CH2:20]2)[CH2:17][CH2:16][C:15]2[CH:53]=[CH:54][CH:55]=[CH:56][C:14]=2[NH:13]1. (5) Given the product [Cl-:1].[Cl:1][C:2]1[N:11]=[CH:10][CH:9]=[C:8]2[C:3]=1[CH:4]=[C:5]([C:29]1[CH:30]=[CH:31][CH:32]=[CH:33][CH:34]=1)[C:6]([C:12]1[CH:13]=[CH:14][C:15]([C:18]3([NH3+:21])[CH2:19][CH2:20]3)=[CH:16][CH:17]=1)=[N:7]2, predict the reactants needed to synthesize it. The reactants are: [Cl:1][C:2]1[N:11]=[CH:10][CH:9]=[C:8]2[C:3]=1[CH:4]=[C:5]([C:29]1[CH:34]=[CH:33][CH:32]=[CH:31][CH:30]=1)[C:6]([C:12]1[CH:17]=[CH:16][C:15]([C:18]3([NH:21]C(=O)OC(C)(C)C)[CH2:20][CH2:19]3)=[CH:14][CH:13]=1)=[N:7]2.Cl.CCOC(C)=O. (6) Given the product [ClH:1].[CH3:15][N:4]([CH2:3][CH2:2][Cl:1])[C@H:5]([C:8]([OH:10])=[O:9])[CH2:6][SH:7], predict the reactants needed to synthesize it. The reactants are: [Cl:1][CH2:2][CH2:3][NH:4][C@H:5]([C:8]([OH:10])=[O:9])[CH2:6][SH:7].S(Cl)(Cl)=O.[CH3:15]O. (7) Given the product [Cl:3][C:4]1[N:5]=[CH:6][C:7]2[C:8](=[O:9])[NH:14][NH:13][C:11]=2[CH:12]=1, predict the reactants needed to synthesize it. The reactants are: [OH-].[Na+].[Cl:3][C:4]1[CH:12]=[C:11]([NH:13][NH2:14])[C:7]([C:8]([O-])=[O:9])=[CH:6][N:5]=1.Cl.